This data is from Full USPTO retrosynthesis dataset with 1.9M reactions from patents (1976-2016). The task is: Predict the reactants needed to synthesize the given product. (1) The reactants are: [NH2:1][CH2:2][C:3]([NH:5][C@H:6]([C@@H:19]([OH:23])[C:20]#[C:21][CH3:22])[CH2:7][NH:8][C:9](=[O:18])[O:10][CH2:11][C:12]1[CH:17]=[CH:16][CH:15]=[CH:14][CH:13]=1)=[O:4].C(N(CC)CC)C.Cl[C:32]1[C:41]2[C:36](=[CH:37][CH:38]=[C:39]([C:42]([F:45])([F:44])[F:43])[CH:40]=2)[N:35]=[CH:34][N:33]=1. Given the product [OH:23][C@@H:19]([C:20]#[C:21][CH3:22])[C@@H:6]([NH:5][C:3](=[O:4])[CH2:2][NH:1][C:32]1[C:41]2[C:36](=[CH:37][CH:38]=[C:39]([C:42]([F:44])([F:45])[F:43])[CH:40]=2)[N:35]=[CH:34][N:33]=1)[CH2:7][NH:8][C:9](=[O:18])[O:10][CH2:11][C:12]1[CH:17]=[CH:16][CH:15]=[CH:14][CH:13]=1, predict the reactants needed to synthesize it. (2) Given the product [CH2:1]([C:3]1[C:8]([O:9][CH2:10][O:11][CH3:12])=[CH:7][C:6]([O:13][CH2:14][O:15][CH3:16])=[C:5]([I:29])[C:4]=1[CH2:17][C:18]([O:20][CH3:21])=[O:19])[CH3:2], predict the reactants needed to synthesize it. The reactants are: [CH2:1]([C:3]1[C:8]([O:9][CH2:10][O:11][CH3:12])=[CH:7][C:6]([O:13][CH2:14][O:15][CH3:16])=[CH:5][C:4]=1[CH2:17][C:18]([O:20][CH3:21])=[O:19])[CH3:2].II.FC(F)(F)C(O[I:29](C1C=CC=CC=1)OC(=O)C(F)(F)F)=O.S([O-])([O-])(=O)=S.[Na+].[Na+].[OH-].[Na+]. (3) Given the product [CH3:1][C:2]1[C:7]([CH3:8])=[CH:6][CH:5]=[CH:4][C:3]=1[C:13]1[N:18]=[C:17]([NH2:19])[N:16]=[C:15]([NH:20][CH2:21][CH3:22])[CH:14]=1, predict the reactants needed to synthesize it. The reactants are: [CH3:1][C:2]1[C:7]([CH3:8])=[CH:6][CH:5]=[CH:4][C:3]=1B(O)O.Cl[C:13]1[N:18]=[C:17]([NH2:19])[N:16]=[C:15]([NH:20][CH2:21][CH3:22])[CH:14]=1. (4) Given the product [I:11][C:3]1[CH:4]=[C:5]([C:7]([O:9][CH3:10])=[O:8])[S:6][C:2]=1[CH3:1], predict the reactants needed to synthesize it. The reactants are: [CH3:1][C:2]1[S:6][C:5]([C:7]([O:9][CH3:10])=[O:8])=[CH:4][CH:3]=1.[I:11]I. (5) Given the product [C:1]([O:5][C:6](=[O:7])[CH2:8][N:9]1[C:17]2[C:12](=[CH:13][CH:14]=[C:15]([O:18][CH3:19])[CH:16]=2)[C:11]([C:20](=[O:22])[NH2:26])=[CH:10]1)([CH3:4])([CH3:3])[CH3:2], predict the reactants needed to synthesize it. The reactants are: [C:1]([O:5][C:6]([CH2:8][N:9]1[C:17]2[C:12](=[CH:13][CH:14]=[C:15]([O:18][CH3:19])[CH:16]=2)[C:11]([C:20]([OH:22])=O)=[CH:10]1)=[O:7])([CH3:4])([CH3:3])[CH3:2].[NH4+].[Cl-].C[N:26](C(ON1N=NC2C=CC=CC1=2)=[N+](C)C)C.F[P-](F)(F)(F)(F)F.CCN(C(C)C)C(C)C. (6) The reactants are: [CH:1](=[O:7])[C:2]1[O:6][CH:5]=[CH:4][CH:3]=1.[OH:8][CH2:9][C:10]1[O:16][C:13]([CH:14]=[O:15])=[CH:12][CH:11]=1. Given the product [CH2:1]([OH:7])[C:2]1[O:6][CH:5]=[CH:4][CH:3]=1.[O:16]1[C:10]([CH2:9][OH:8])=[CH:11][CH:12]=[C:13]1[CH2:14][OH:15], predict the reactants needed to synthesize it. (7) Given the product [CH2:15]([O:16][C:17](=[O:18])[CH2:19][CH:8]1[C:9]2[C:5](=[C:4]([Cl:3])[CH:12]=[CH:11][CH:10]=2)[CH2:6][CH2:7]1)[CH3:14], predict the reactants needed to synthesize it. The reactants are: [H-].[Na+].[Cl:3][C:4]1[CH:12]=[CH:11][CH:10]=[C:9]2[C:5]=1[CH2:6][CH2:7][C:8]2=O.[CH3:14][CH2:15][O:16][C:17]([CH3:19])=[O:18]. (8) Given the product [CH3:1][O:2][C:3](=[O:32])/[CH:4]=[CH:5]/[C:6]1[CH:7]=[CH:8][C:9]([CH2:12][N:13]2[CH2:17][C@@H:16]([NH2:18])[CH2:15][C@@H:14]2[CH2:21][C:22]2[C:30]3[C:25](=[CH:26][CH:27]=[CH:28][CH:29]=3)[NH:24][C:23]=2[CH3:31])=[CH:10][CH:11]=1, predict the reactants needed to synthesize it. The reactants are: [CH3:1][O:2][C:3](=[O:32])/[CH:4]=[CH:5]/[C:6]1[CH:11]=[CH:10][C:9]([CH2:12][N:13]2[CH2:17][C@@H:16]([N:18]=[N+]=[N-])[CH2:15][C@@H:14]2[CH2:21][C:22]2[C:30]3[C:25](=[CH:26][CH:27]=[CH:28][CH:29]=3)[NH:24][C:23]=2[CH3:31])=[CH:8][CH:7]=1.C1(P(C2C=CC=CC=2)C2C=CC=CC=2)C=CC=CC=1.[OH-].[NH4+].O.Cl. (9) The reactants are: [CH2:1]([O:8][CH2:9][C:10]1[O:14][N:13]=[C:12]([C:15]([OH:17])=O)[CH:11]=1)[C:2]1[CH:7]=[CH:6][CH:5]=[CH:4][CH:3]=1.[O:18]1[CH2:22][CH2:21][C@@H:20]([CH2:23][NH2:24])[CH2:19]1.ON1C2C=CC=CC=2N=N1.Cl.C(N=C=NCCCN(C)C)C.Cl. Given the product [O:18]1[CH2:22][CH2:21][C@@H:20]([CH2:23][NH:24][C:15]([C:12]2[CH:11]=[C:10]([CH2:9][O:8][CH2:1][C:2]3[CH:3]=[CH:4][CH:5]=[CH:6][CH:7]=3)[O:14][N:13]=2)=[O:17])[CH2:19]1, predict the reactants needed to synthesize it.